Dataset: Forward reaction prediction with 1.9M reactions from USPTO patents (1976-2016). Task: Predict the product of the given reaction. Given the reactants OC(C(F)(F)F)=O.[CH3:8][S:9][CH:10]([CH:23]1[CH2:27][CH2:26][CH2:25][NH:24]1)[CH2:11][C:12]([NH:14][CH2:15][CH2:16][C:17]1[CH:22]=[CH:21][CH:20]=[CH:19][CH:18]=1)=[O:13].[CH3:28][N:29]([CH3:57])[C@H:30]([C:34]([NH:36][C@H:37]([C:41]([N:43]([C@@H:45]([C@@H:53]([CH3:56])[CH2:54][CH3:55])[C@H:46]([O:51][CH3:52])[CH2:47][C:48](O)=[O:49])[CH3:44])=[O:42])[CH:38]([CH3:40])[CH3:39])=[O:35])[CH:31]([CH3:33])[CH3:32].C(O)(C(F)(F)F)=O.P(C#N)(=O)(OCC)OCC.C(N(CC)CC)C, predict the reaction product. The product is: [CH:53]([CH:45]([N:43]([CH3:44])[C:41]([CH:37]([NH:36][C:34](=[O:35])[CH:30]([N:29]([CH3:57])[CH3:28])[CH:31]([CH3:32])[CH3:33])[CH:38]([CH3:39])[CH3:40])=[O:42])[CH:46]([O:51][CH3:52])[CH2:47][C:48]([N:24]1[CH2:25][CH2:26][CH2:27][CH:23]1[CH:10]([S:9][CH3:8])[CH2:11][C:12](=[O:13])[NH:14][CH2:15][CH2:16][C:17]1[CH:18]=[CH:19][CH:20]=[CH:21][CH:22]=1)=[O:49])([CH2:54][CH3:55])[CH3:56].